Dataset: NCI-60 drug combinations with 297,098 pairs across 59 cell lines. Task: Regression. Given two drug SMILES strings and cell line genomic features, predict the synergy score measuring deviation from expected non-interaction effect. (1) Drug 1: C1=CC(=CC=C1CCC2=CNC3=C2C(=O)NC(=N3)N)C(=O)NC(CCC(=O)O)C(=O)O. Drug 2: C1CN(CCN1C(=O)CCBr)C(=O)CCBr. Cell line: T-47D. Synergy scores: CSS=14.1, Synergy_ZIP=-1.72, Synergy_Bliss=0.420, Synergy_Loewe=-31.1, Synergy_HSA=1.56. (2) Drug 1: CC12CCC3C(C1CCC2O)C(CC4=C3C=CC(=C4)O)CCCCCCCCCS(=O)CCCC(C(F)(F)F)(F)F. Drug 2: C1CNP(=O)(OC1)N(CCCl)CCCl. Cell line: HOP-62. Synergy scores: CSS=1.66, Synergy_ZIP=1.72, Synergy_Bliss=3.42, Synergy_Loewe=-69.5, Synergy_HSA=-4.97. (3) Drug 2: CC1C(C(CC(O1)OC2CC(CC3=C2C(=C4C(=C3O)C(=O)C5=C(C4=O)C(=CC=C5)OC)O)(C(=O)C)O)N)O.Cl. Drug 1: CC12CCC(CC1=CCC3C2CCC4(C3CC=C4C5=CN=CC=C5)C)O. Cell line: OVCAR3. Synergy scores: CSS=36.6, Synergy_ZIP=3.94, Synergy_Bliss=6.56, Synergy_Loewe=-3.52, Synergy_HSA=6.54. (4) Drug 1: CC12CCC3C(C1CCC2=O)CC(=C)C4=CC(=O)C=CC34C. Drug 2: C(CC(=O)O)C(=O)CN.Cl. Cell line: UO-31. Synergy scores: CSS=52.7, Synergy_ZIP=6.87, Synergy_Bliss=8.75, Synergy_Loewe=8.35, Synergy_HSA=8.29. (5) Drug 1: C1=CC(=CC=C1CCC2=CNC3=C2C(=O)NC(=N3)N)C(=O)NC(CCC(=O)O)C(=O)O. Drug 2: C1C(C(OC1N2C=NC3=C2NC=NCC3O)CO)O. Cell line: RPMI-8226. Synergy scores: CSS=34.4, Synergy_ZIP=-2.37, Synergy_Bliss=-6.10, Synergy_Loewe=-31.6, Synergy_HSA=-5.11. (6) Drug 1: CC(CN1CC(=O)NC(=O)C1)N2CC(=O)NC(=O)C2. Drug 2: C1=NC2=C(N=C(N=C2N1C3C(C(C(O3)CO)O)O)F)N. Cell line: EKVX. Synergy scores: CSS=4.27, Synergy_ZIP=0.717, Synergy_Bliss=-2.18, Synergy_Loewe=-4.48, Synergy_HSA=-4.95.